This data is from NCI-60 drug combinations with 297,098 pairs across 59 cell lines. The task is: Regression. Given two drug SMILES strings and cell line genomic features, predict the synergy score measuring deviation from expected non-interaction effect. (1) Drug 1: C(=O)(N)NO. Drug 2: C(CCl)NC(=O)N(CCCl)N=O. Cell line: U251. Synergy scores: CSS=32.0, Synergy_ZIP=-10.3, Synergy_Bliss=-3.59, Synergy_Loewe=-10.7, Synergy_HSA=-2.43. (2) Drug 1: C(=O)(N)NO. Drug 2: C(CN)CNCCSP(=O)(O)O. Cell line: OVCAR-8. Synergy scores: CSS=1.93, Synergy_ZIP=0.766, Synergy_Bliss=3.88, Synergy_Loewe=1.27, Synergy_HSA=1.44. (3) Drug 1: CC1=C(C=C(C=C1)NC2=NC=CC(=N2)N(C)C3=CC4=NN(C(=C4C=C3)C)C)S(=O)(=O)N.Cl. Drug 2: C1=NC2=C(N=C(N=C2N1C3C(C(C(O3)CO)O)O)F)N. Cell line: NCI-H226. Synergy scores: CSS=10.4, Synergy_ZIP=0.789, Synergy_Bliss=4.88, Synergy_Loewe=0.192, Synergy_HSA=2.69. (4) Drug 1: C(CC(=O)O)C(=O)CN.Cl. Drug 2: COCCOC1=C(C=C2C(=C1)C(=NC=N2)NC3=CC=CC(=C3)C#C)OCCOC.Cl. Cell line: SK-OV-3. Synergy scores: CSS=18.1, Synergy_ZIP=-5.39, Synergy_Bliss=-1.72, Synergy_Loewe=-0.270, Synergy_HSA=0.262. (5) Drug 2: N.N.Cl[Pt+2]Cl. Cell line: HCT-15. Synergy scores: CSS=45.6, Synergy_ZIP=-7.09, Synergy_Bliss=-2.24, Synergy_Loewe=-1.82, Synergy_HSA=2.75. Drug 1: CC1=C(N=C(N=C1N)C(CC(=O)N)NCC(C(=O)N)N)C(=O)NC(C(C2=CN=CN2)OC3C(C(C(C(O3)CO)O)O)OC4C(C(C(C(O4)CO)O)OC(=O)N)O)C(=O)NC(C)C(C(C)C(=O)NC(C(C)O)C(=O)NCCC5=NC(=CS5)C6=NC(=CS6)C(=O)NCCC[S+](C)C)O. (6) Drug 1: C1=CC(=CC=C1CCCC(=O)O)N(CCCl)CCCl. Drug 2: C1C(C(OC1N2C=NC3=C2NC=NCC3O)CO)O. Cell line: HOP-62. Synergy scores: CSS=24.9, Synergy_ZIP=-0.0113, Synergy_Bliss=-6.09, Synergy_Loewe=-9.50, Synergy_HSA=-5.73. (7) Drug 1: CC1C(C(CC(O1)OC2CC(CC3=C2C(=C4C(=C3O)C(=O)C5=C(C4=O)C(=CC=C5)OC)O)(C(=O)C)O)N)O.Cl. Drug 2: C1=NC2=C(N1)C(=S)N=CN2. Cell line: HOP-92. Synergy scores: CSS=15.2, Synergy_ZIP=-14.5, Synergy_Bliss=-17.9, Synergy_Loewe=-15.3, Synergy_HSA=-14.4.